Dataset: Full USPTO retrosynthesis dataset with 1.9M reactions from patents (1976-2016). Task: Predict the reactants needed to synthesize the given product. (1) The reactants are: [N+:1]([C:4]1[CH:12]=[CH:11][C:7]([C:8](Cl)=[O:9])=[CH:6][CH:5]=1)([O-:3])=[O:2].[NH2:13][C:14]1[CH:19]=[CH:18][N:17]=[CH:16][C:15]=1[OH:20].C([O-])([O-])=O.[Na+].[Na+].CC(O)=O. Given the product [OH:20][C:15]1[CH:16]=[N:17][CH:18]=[CH:19][C:14]=1[NH:13][C:8](=[O:9])[C:7]1[CH:11]=[CH:12][C:4]([N+:1]([O-:3])=[O:2])=[CH:5][CH:6]=1, predict the reactants needed to synthesize it. (2) Given the product [N:1]([CH2:4][CH2:5][O:6][S:14]([C:17]1[CH:23]=[CH:22][C:20]([CH3:21])=[CH:19][CH:18]=1)(=[O:16])=[O:15])=[N+:2]=[N-:3], predict the reactants needed to synthesize it. The reactants are: [N:1]([CH2:4][CH2:5][OH:6])=[N+:2]=[N-:3].C(N(CC)CC)C.[S:14](Cl)([C:17]1[CH:23]=[CH:22][C:20]([CH3:21])=[CH:19][CH:18]=1)(=[O:16])=[O:15]. (3) Given the product [N+:1]([C:4]1[CH:9]=[CH:8][C:7]([CH:10]2[CH2:11][CH2:12][N:13]([C:16](=[O:17])[CH3:18])[CH2:14][CH2:15]2)=[CH:6][CH:5]=1)([O-:3])=[O:2], predict the reactants needed to synthesize it. The reactants are: [N+:1]([C:4]1[CH:9]=[CH:8][C:7]([CH:10]2[CH2:15][CH2:14][NH:13][CH2:12][CH2:11]2)=[CH:6][CH:5]=1)([O-:3])=[O:2].[C:16](Cl)([CH3:18])=[O:17].CCN(CC)CC.C([O-])(O)=O.[Na+]. (4) Given the product [CH2:11]([C:8]1[O:7][C:6]([C:4]([OH:5])=[O:3])=[N:10][CH:9]=1)[C:12]1[CH:13]=[CH:14][CH:15]=[CH:16][CH:17]=1, predict the reactants needed to synthesize it. The reactants are: C([O:3][C:4]([C:6]1[O:7][C:8]([CH2:11][C:12]2[CH:17]=[CH:16][CH:15]=[CH:14][CH:13]=2)=[CH:9][N:10]=1)=[O:5])C.O.[OH-].[Li+].